From a dataset of Catalyst prediction with 721,799 reactions and 888 catalyst types from USPTO. Predict which catalyst facilitates the given reaction. (1) Reactant: O=[C:2]([NH:10][CH2:11][C@@H:12]([C:14]1[CH:19]=[CH:18][CH:17]=[CH:16][CH:15]=1)[CH3:13])[CH2:3][S:4][CH2:5][CH2:6][C:7](O)=[O:8]. Product: [C:14]1([C@@H:12]([CH3:13])[CH2:11][NH:10][CH2:2][CH2:3][S:4][CH2:5][CH2:6][CH2:7][OH:8])[CH:19]=[CH:18][CH:17]=[CH:16][CH:15]=1. The catalyst class is: 7. (2) Reactant: Br[C:2]1[N:6]2[N:7]=[C:8]([C:11]3[CH:16]=[CH:15][C:14]([C:17]([N:19]4[CH2:24][CH2:23][CH:22]([N:25]([CH3:27])[CH3:26])[CH2:21][CH2:20]4)=[O:18])=[CH:13][CH:12]=3)[CH:9]=[CH:10][C:5]2=[N:4][CH:3]=1.[C:28]([C:30]1[CH:35]=[CH:34][C:33](B(O)O)=[CH:32][CH:31]=1)#[N:29].[O-]P([O-])([O-])=O.[K+].[K+].[K+]. Product: [CH3:27][N:25]([CH3:26])[CH:22]1[CH2:23][CH2:24][N:19]([C:17]([C:14]2[CH:13]=[CH:12][C:11]([C:8]3[CH:9]=[CH:10][C:5]4[N:6]([C:2]([C:33]5[CH:34]=[CH:35][C:30]([C:28]#[N:29])=[CH:31][CH:32]=5)=[CH:3][N:4]=4)[N:7]=3)=[CH:16][CH:15]=2)=[O:18])[CH2:20][CH2:21]1. The catalyst class is: 257. (3) Reactant: [OH:1][CH2:2][CH2:3][CH:4]1[CH2:9][CH2:8][N:7]([C:10]([O:12][C:13]([CH3:16])([CH3:15])[CH3:14])=[O:11])[CH2:6][CH2:5]1.C(N(CC)CC)C.[S:24](Cl)([CH3:27])(=[O:26])=[O:25]. Product: [CH3:27][S:24]([O:1][CH2:2][CH2:3][CH:4]1[CH2:5][CH2:6][N:7]([C:10]([O:12][C:13]([CH3:16])([CH3:15])[CH3:14])=[O:11])[CH2:8][CH2:9]1)(=[O:26])=[O:25]. The catalyst class is: 1. (4) Reactant: [NH2:1][CH:2]1[CH2:8][O:7][C:6]2[N:9]=[CH:10][C:11]([NH:13][C:14](=[O:19])[C:15]([F:18])([F:17])[F:16])=[CH:12][C:5]=2[N:4]([S:20]([C:23]2[CH:24]=[C:25]([CH3:29])[CH:26]=[CH:27][CH:28]=2)(=[O:22])=[O:21])[CH2:3]1.C(=O)(O)[O-].[Na+].[C:35](O[C:35]([O:37][C:38]([CH3:41])([CH3:40])[CH3:39])=[O:36])([O:37][C:38]([CH3:41])([CH3:40])[CH3:39])=[O:36].O. Product: [C:38]([O:37][C:35](=[O:36])[NH:1][CH:2]1[CH2:8][O:7][C:6]2[N:9]=[CH:10][C:11]([NH:13][C:14](=[O:19])[C:15]([F:16])([F:18])[F:17])=[CH:12][C:5]=2[N:4]([S:20]([C:23]2[CH:24]=[C:25]([CH3:29])[CH:26]=[CH:27][CH:28]=2)(=[O:21])=[O:22])[CH2:3]1)([CH3:41])([CH3:40])[CH3:39]. The catalyst class is: 12. (5) Reactant: [CH3:1][N:2]([CH3:7])[CH2:3][CH:4]([NH2:6])[CH3:5].C(=O)([O-])[O-].[K+].[K+].F[C:15]1[CH:20]=[CH:19][C:18]([N+:21]([O-:23])=[O:22])=[CH:17][CH:16]=1. Product: [CH3:1][N:2]([CH3:7])[CH2:3][CH:4]([NH:6][C:15]1[CH:20]=[CH:19][C:18]([N+:21]([O-:23])=[O:22])=[CH:17][CH:16]=1)[CH3:5]. The catalyst class is: 3. (6) Reactant: [CH3:1][CH:2]1[CH2:8][CH2:7][NH:6][C:5](=[O:9])[CH2:4][CH2:3]1.S(OC)(O[CH3:14])(=O)=O.[OH-].[K+]. Product: [CH3:14][O:9][C:5]1[CH2:4][CH2:3][CH:2]([CH3:1])[CH2:8][CH2:7][N:6]=1. The catalyst class is: 28.